This data is from Forward reaction prediction with 1.9M reactions from USPTO patents (1976-2016). The task is: Predict the product of the given reaction. (1) The product is: [CH2:1]([O:3][C:4](=[O:19])[CH:5]([O:16][CH2:17][CH3:18])[CH2:6][C:7]1[CH:12]=[CH:11][C:10]([O:13][CH2:36][CH2:35][C:33]2[N:34]=[C:30]([C:24]3[CH:23]=[CH:22][C:27]([O:40][CH3:39])=[C:26]([O:28][CH3:29])[CH:25]=3)[S:31][C:32]=2[CH3:38])=[C:9]([O:14][CH3:15])[CH:8]=1)[CH3:2]. Given the reactants [CH2:1]([O:3][C:4](=[O:19])[CH:5]([O:16][CH2:17][CH3:18])[CH2:6][C:7]1[CH:12]=[CH:11][C:10]([OH:13])=[C:9]([O:14][CH3:15])[CH:8]=1)[CH3:2].CO[C:22]1[CH:23]=[C:24]([C:30]2[S:31][C:32]([CH3:38])=[C:33]([CH2:35][CH2:36]O)[N:34]=2)[CH:25]=[C:26]([O:28][CH3:29])[CH:27]=1.[CH3:39][O:40]C(=O)CC(=O)C(Br)C.COC1C=C(C=C(OC)C=1)C(N)=S.C1(P(C2C=CC=CC=2)C2C=CC=CC=2)C=CC=CC=1.N(C(OCC)=O)=NC(OCC)=O, predict the reaction product. (2) Given the reactants C[SiH](C)O.C([Si](C=C)(C)Cl)=C.[CH3:12][Si:13]([O:20][SiH3:21])(C)[CH:14]([CH:17]=[CH2:18])[CH:15]=[CH2:16], predict the reaction product. The product is: [CH:15]([CH:14]([CH:17]=[CH2:18])[SiH:13]([O:20][SiH3:21])[CH3:12])=[CH2:16]. (3) Given the reactants [Cl:1][C:2]1[CH:7]=[CH:6][C:5]([C:8]2[O:12][N:11]=[C:10]3[CH:13]=[CH:14][C:15]([C:17]4[CH:22]=[CH:21][N:20]=[C:19]([NH2:23])[N:18]=4)=[CH:16][C:9]=23)=[CH:4][CH:3]=1.[C:24](OC(=O)C)(=[O:26])[CH3:25], predict the reaction product. The product is: [Cl:1][C:2]1[CH:7]=[CH:6][C:5]([C:8]2[O:12][N:11]=[C:10]3[CH:13]=[CH:14][C:15]([C:17]4[CH:22]=[CH:21][N:20]=[C:19]([NH:23][C:24](=[O:26])[CH3:25])[N:18]=4)=[CH:16][C:9]=23)=[CH:4][CH:3]=1. (4) Given the reactants [NH:1]1[C:9]2[CH2:8][CH2:7][NH:6][CH2:5][C:4]=2[C:3]([CH:10]2[CH2:14][CH2:13][CH:12]([OH:15])[CH2:11]2)=[N:2]1.[Cl:16][C:17]1[CH:18]=[C:19]([NH:23][C:24](=O)[O:25]C2C=CC=CC=2)[CH:20]=[CH:21][CH:22]=1, predict the reaction product. The product is: [Cl:16][C:17]1[CH:18]=[C:19]([NH:23][C:24]([N:6]2[CH2:7][CH2:8][C:9]3[NH:1][N:2]=[C:3]([CH:10]4[CH2:14][CH2:13][CH:12]([OH:15])[CH2:11]4)[C:4]=3[CH2:5]2)=[O:25])[CH:20]=[CH:21][CH:22]=1. (5) Given the reactants [NH2:1][C:2]1[S:3][CH:4]=[CH:5][C:6]=1[C:7]#[N:8].[N+:9]([C:12]1[S:16][C:15]([CH:17]=O)=[CH:14][CH:13]=1)([O-:11])=[O:10].C(O)(C(F)(F)F)=O, predict the reaction product. The product is: [N+:9]([C:12]1[S:16][C:15]([CH:17]=[N:1][C:2]2[S:3][CH:4]=[CH:5][C:6]=2[C:7]#[N:8])=[CH:14][CH:13]=1)([O-:11])=[O:10].